This data is from Catalyst prediction with 721,799 reactions and 888 catalyst types from USPTO. The task is: Predict which catalyst facilitates the given reaction. (1) Reactant: [CH3:1][O:2][C:3](=[O:14])[C:4]1[CH:9]=[CH:8][C:7]([C:10](=O)[CH2:11]Br)=[CH:6][CH:5]=1.[N:15]1([CH2:21][CH2:22][CH2:23][NH:24][C:25]([NH2:27])=[S:26])[CH2:20][CH2:19][O:18][CH2:17][CH2:16]1.C(N(CC)C(C)C)(C)C.[S:37]1[CH:41]=[CH:40][CH:39]=[C:38]1[C:42](Cl)=[O:43]. Product: [O:18]1[CH2:17][CH2:16][N:15]([CH2:21][CH2:22][CH2:23][N:24]([C:25]2[S:26][CH:11]=[C:10]([C:7]3[CH:8]=[CH:9][C:4]([C:3]([O:2][CH3:1])=[O:14])=[CH:5][CH:6]=3)[N:27]=2)[C:42]([C:38]2[S:37][CH:41]=[CH:40][CH:39]=2)=[O:43])[CH2:20][CH2:19]1. The catalyst class is: 8. (2) Reactant: [F:1][C:2]1[CH:3]=[C:4]([C:9]2[N:10]([CH2:20][CH2:21][O:22][CH3:23])[C:11](=[O:19])[C:12]([C:15]([O:17]C)=[O:16])=[N:13][CH:14]=2)[CH:5]=[C:6]([F:8])[CH:7]=1.[OH-].[K+]. Product: [F:1][C:2]1[CH:3]=[C:4]([C:9]2[N:10]([CH2:20][CH2:21][O:22][CH3:23])[C:11](=[O:19])[C:12]([C:15]([OH:17])=[O:16])=[N:13][CH:14]=2)[CH:5]=[C:6]([F:8])[CH:7]=1. The catalyst class is: 24. (3) Reactant: [Br:1][C:2]1[C:3]([NH2:18])=[N:4][CH:5]=[C:6]([C:8]2[CH:13]=[CH:12][C:11]([C:14]([F:17])([F:16])[F:15])=[CH:10][CH:9]=2)[CH:7]=1.C(=O)(O)[O-].[Na+].Cl[CH2:25][CH:26]=O. Product: [Br:1][C:2]1[C:3]2[N:4]([CH:25]=[CH:26][N:18]=2)[CH:5]=[C:6]([C:8]2[CH:9]=[CH:10][C:11]([C:14]([F:17])([F:15])[F:16])=[CH:12][CH:13]=2)[CH:7]=1. The catalyst class is: 14. (4) Product: [N+:1]([C:4]1[CH:13]=[CH:12][C:7]2[N:8]([CH2:17][C:18]3[CH:19]=[C:20]([CH:25]=[CH:26][CH:27]=3)[C:21]([O:23][CH3:24])=[O:22])[CH2:9][CH2:10][O:11][C:6]=2[CH:5]=1)([O-:3])=[O:2]. The catalyst class is: 3. Reactant: [N+:1]([C:4]1[CH:13]=[CH:12][C:7]2[NH:8][CH2:9][CH2:10][O:11][C:6]=2[CH:5]=1)([O-:3])=[O:2].[H-].[Na+].Br[CH2:17][C:18]1[CH:19]=[C:20]([CH:25]=[CH:26][CH:27]=1)[C:21]([O:23][CH3:24])=[O:22]. (5) Reactant: [CH2:1]([O:8][C:9]1[CH:14]=[C:13]([O:15][CH3:16])[CH:12]=[CH:11][C:10]=1[C:17]([C:19]1[CH:20]=[N:21][C:22](Cl)=[CH:23][CH:24]=1)=[O:18])[C:2]1[CH:7]=[CH:6][CH:5]=[CH:4][CH:3]=1.[CH3:26][C:27]1[O:31][C:30]([C:32]2[CH:37]=[CH:36][CH:35]=[CH:34][CH:33]=2)=[N:29][C:28]=1[CH2:38][CH2:39][OH:40].[H-].[Na+].[Cl-].[NH4+]. Product: [CH2:1]([O:8][C:9]1[CH:14]=[C:13]([O:15][CH3:16])[CH:12]=[CH:11][C:10]=1[C:17]([C:19]1[CH:20]=[N:21][C:22]([O:40][CH2:39][CH2:38][C:28]2[N:29]=[C:30]([C:32]3[CH:37]=[CH:36][CH:35]=[CH:34][CH:33]=3)[O:31][C:27]=2[CH3:26])=[CH:23][CH:24]=1)=[O:18])[C:2]1[CH:7]=[CH:6][CH:5]=[CH:4][CH:3]=1. The catalyst class is: 9. (6) Reactant: C(OC([N:8]1[CH:13]2[CH2:14][CH2:15][CH:9]1[CH2:10][C:11]([C:17]1[CH:22]=[CH:21][N:20]=[CH:19][C:18]=1[Cl:23])([OH:16])[CH2:12]2)=O)(C)(C)C. Product: [Cl:23][C:18]1[CH:19]=[N:20][CH:21]=[CH:22][C:17]=1[C:11]1([OH:16])[CH2:12][CH:13]2[NH:8][CH:9]([CH2:15][CH2:14]2)[CH2:10]1. The catalyst class is: 137. (7) Product: [N:28]([C@@H:19]1[C@H:15]2[O:14][CH2:13][C@H:12]([C:11]#[C:10][C:8]3[CH:7]=[CH:6][C:5]4[O:1][CH2:2][O:3][C:4]=4[CH:9]=3)[C@H:16]2[O:17][CH2:18]1)=[N+:29]=[N-:30]. The catalyst class is: 3. Reactant: [O:1]1[C:5]2[CH:6]=[CH:7][C:8]([C:10]#[C:11][C@@H:12]3[C@H:16]4[O:17][CH2:18][C@@H:19](OS(C(F)(F)F)(=O)=O)[C@H:15]4[O:14][CH2:13]3)=[CH:9][C:4]=2[O:3][CH2:2]1.[N-:28]=[N+:29]=[N-:30].[Na+]. (8) Reactant: [C:1]([N:9]1[C:14](=[O:15])[C:13]([I:16])=[CH:12][NH:11][C:10]1=[O:17])(=[O:8])[C:2]1[CH:7]=[CH:6][CH:5]=[CH:4][CH:3]=1.C([O-])([O-])=O.[K+].[K+].Br[CH2:25][CH2:26][CH2:27][CH2:28][Cl:29].O. Product: [C:1]([N:9]1[C:14](=[O:15])[C:13]([I:16])=[CH:12][N:11]([CH2:25][CH2:26][CH2:27][CH2:28][Cl:29])[C:10]1=[O:17])(=[O:8])[C:2]1[CH:7]=[CH:6][CH:5]=[CH:4][CH:3]=1. The catalyst class is: 3. (9) The catalyst class is: 96. Product: [Cl:36][C:37]1[CH:38]=[CH:39][C:40]([O:51][CH2:52][CH:53]([CH3:55])[CH3:54])=[C:41]([CH2:43][N:44]2[C:48]([CH3:49])=[CH:47][C:46]([NH:50][C:11]([C:3]3[CH:2]=[N:1][C:10]4[C:5]([CH:4]=3)=[CH:6][CH:7]=[CH:8][CH:9]=4)=[O:13])=[N:45]2)[CH:42]=1. Reactant: [N:1]1[C:10]2[C:5](=[CH:6][CH:7]=[CH:8][CH:9]=2)[CH:4]=[C:3]([C:11]([OH:13])=O)[CH:2]=1.Cl.CN(C)CCCN=C=NCC.ON1C2N=CC=CC=2N=N1.[Cl:36][C:37]1[CH:38]=[CH:39][C:40]([O:51][CH2:52][CH:53]([CH3:55])[CH3:54])=[C:41]([CH2:43][N:44]2[C:48]([CH3:49])=[CH:47][C:46]([NH2:50])=[N:45]2)[CH:42]=1.Cl.